The task is: Predict which catalyst facilitates the given reaction.. This data is from Catalyst prediction with 721,799 reactions and 888 catalyst types from USPTO. (1) Reactant: C(O[C:4](=[O:13])[C:5]([O-])=[CH:6][C:7]([O:9][CH2:10][CH3:11])=[O:8])C.[Na+].[F:15][C:16]1[CH:24]=[CH:23][CH:22]=[CH:21][C:17]=1[CH2:18][NH:19][NH2:20]. Product: [F:15][C:16]1[CH:24]=[CH:23][CH:22]=[CH:21][C:17]=1[CH2:18][N:19]1[C:4](=[O:13])[CH2:5][C:6]([C:7]([O:9][CH2:10][CH3:11])=[O:8])=[N:20]1. The catalyst class is: 15. (2) Reactant: Br[C:2]1[N:7]=[C:6]([NH:8][C:9]2[CH:13]=[C:12]([C:14]([CH3:17])([CH3:16])[CH3:15])[NH:11][N:10]=2)[C:5]([Cl:18])=[CH:4][N:3]=1.[C:19]([NH:23][S:24]([C:27]1[S:28][C:29](B2OC(C)(C)C(C)(C)O2)=[CH:30][CH:31]=1)(=[O:26])=[O:25])([CH3:22])([CH3:21])[CH3:20].C([O-])([O-])=O.[Na+].[Na+]. Product: [C:19]([NH:23][S:24]([C:27]1[S:28][C:29]([C:2]2[N:7]=[C:6]([NH:8][C:9]3[CH:13]=[C:12]([C:14]([CH3:17])([CH3:16])[CH3:15])[NH:11][N:10]=3)[C:5]([Cl:18])=[CH:4][N:3]=2)=[CH:30][CH:31]=1)(=[O:25])=[O:26])([CH3:22])([CH3:20])[CH3:21]. The catalyst class is: 12. (3) Reactant: Cl.[CH3:2][NH:3][O:4][CH3:5].C[Al](C)C.[C:10]1([CH2:16][CH2:17][C:18]([O:20]C)=O)[CH:15]=[CH:14][CH:13]=[CH:12][CH:11]=1. Product: [CH3:5][O:4][N:3]([CH3:2])[C:18](=[O:20])[CH2:17][CH2:16][C:10]1[CH:11]=[CH:12][CH:13]=[CH:14][CH:15]=1. The catalyst class is: 11. (4) Reactant: [CH3:1][O:2][C:3]1[CH:8]=[CH:7][CH:6]=[C:5]([C:9]([CH3:16])([CH3:15])[CH2:10][O:11][CH2:12]OC)[CH:4]=1.O. Product: [CH3:1][O:2][C:3]1[CH:4]=[C:5]2[C:6](=[CH:7][CH:8]=1)[CH2:12][O:11][CH2:10][C:9]2([CH3:16])[CH3:15]. The catalyst class is: 642. (5) Reactant: [NH2:1][C:2]1[C:10]([O:11][CH3:12])=[CH:9][C:5]([C:6]([OH:8])=O)=[C:4]([F:13])[CH:3]=1.CN(C(ON1N=[N:29][C:24]2[CH:25]=[CH:26][CH:27]=[N:28][C:23]1=2)=[N+](C)C)C.F[P-](F)(F)(F)(F)F.Cl.Cl.CN1CC[C@@H](N)C1.C(N(C(C)C)CC)(C)C. Product: [NH2:1][C:2]1[C:10]([O:11][CH3:12])=[CH:9][C:5]([C:6]([NH:29][C@@H:24]2[CH2:25][CH2:26][N:28]([CH3:27])[CH2:23]2)=[O:8])=[C:4]([F:13])[CH:3]=1. The catalyst class is: 3. (6) Reactant: Cl[C:2]1[N:3]=[C:4]([NH:27][CH:28]2[CH2:30][CH2:29]2)[C:5]2[C:10]([C:11]3[CH:16]=[CH:15][N:14]=[CH:13][CH:12]=3)=[CH:9][N:8](S(C3C=CC(C)=CC=3)(=O)=O)[C:6]=2[N:7]=1.[NH2:31][C:32]1[CH:40]=[C:39]2[C:35]([CH:36]=[N:37][NH:38]2)=[CH:34][CH:33]=1.C[Si](Cl)(C)C. Product: [CH:28]1([NH:27][C:4]2[C:5]3[C:10]([C:11]4[CH:12]=[CH:13][N:14]=[CH:15][CH:16]=4)=[CH:9][NH:8][C:6]=3[N:7]=[C:2]([NH:31][C:32]3[CH:40]=[C:39]4[C:35]([CH:36]=[N:37][NH:38]4)=[CH:34][CH:33]=3)[N:3]=2)[CH2:29][CH2:30]1. The catalyst class is: 51. (7) Reactant: [CH:1]1([CH2:7][C@H:8]([NH:12][C:13]([N:15]2[CH2:20][CH2:19][CH2:18][CH:17]([CH:21]([C:29]3[CH:34]=[CH:33][CH:32]=[CH:31][CH:30]=3)[CH2:22][CH2:23][CH2:24][CH2:25][O:26][CH2:27][CH3:28])[CH2:16]2)=[O:14])[CH2:9][NH:10][CH3:11])[CH2:6][CH2:5][CH2:4][CH2:3][CH2:2]1.C([O-])([O-])=O.[K+].[K+].[CH3:53][C:52]([O:51][C:49](O[C:49]([O:51][C:52]([CH3:55])([CH3:54])[CH3:53])=[O:50])=[O:50])([CH3:55])[CH3:54]. Product: [CH2:27]([O:26][CH2:25][CH2:24][CH2:23][CH2:22][C@H:21]([C@@H:17]1[CH2:18][CH2:19][CH2:20][N:15]([C:13]([NH:12][C@@H:8]([CH2:7][CH:1]2[CH2:6][CH2:5][CH2:4][CH2:3][CH2:2]2)[CH2:9][N:10]([CH3:11])[C:49](=[O:50])[O:51][C:52]([CH3:53])([CH3:54])[CH3:55])=[O:14])[CH2:16]1)[C:29]1[CH:30]=[CH:31][CH:32]=[CH:33][CH:34]=1)[CH3:28]. The catalyst class is: 21.